This data is from Peptide-MHC class II binding affinity with 134,281 pairs from IEDB. The task is: Regression. Given a peptide amino acid sequence and an MHC pseudo amino acid sequence, predict their binding affinity value. This is MHC class II binding data. (1) The peptide sequence is CGLFGKGSIVACAKF. The binding affinity (normalized) is 0.338. The MHC is DRB1_0404 with pseudo-sequence DRB1_0404. (2) The peptide sequence is VCGMFTNRSGSQQ. The MHC is HLA-DQA10301-DQB10302 with pseudo-sequence HLA-DQA10301-DQB10302. The binding affinity (normalized) is 0. (3) The MHC is HLA-DQA10501-DQB10303 with pseudo-sequence HLA-DQA10501-DQB10303. The peptide sequence is PWMQVPLEVKREACP. The binding affinity (normalized) is 0.534. (4) The peptide sequence is EKKFFAATQFEPLAA. The binding affinity (normalized) is 0.435. The MHC is DRB1_1602 with pseudo-sequence DRB1_1602. (5) The peptide sequence is AFKVADTAANAAPAN. The MHC is HLA-DPA10201-DPB11401 with pseudo-sequence HLA-DPA10201-DPB11401. The binding affinity (normalized) is 0.780. (6) The peptide sequence is KMIGGIGGFIKVRQYDQISI. The MHC is DRB1_0301 with pseudo-sequence DRB1_0301. The binding affinity (normalized) is 0.0816.